Dataset: Full USPTO retrosynthesis dataset with 1.9M reactions from patents (1976-2016). Task: Predict the reactants needed to synthesize the given product. Given the product [F:17][C:18]1[CH:19]=[C:20]([CH:24]([NH:28][C:29]2[CH:34]=[C:33]([F:35])[C:32]([F:36])=[C:31]([F:37])[CH:30]=2)[C:25]([O:27][C@@H:50]2[CH:51]3[CH2:54][CH2:55][N:48]([CH2:53][CH2:52]3)[CH2:49]2)=[O:26])[CH:21]=[CH:22][CH:23]=1, predict the reactants needed to synthesize it. The reactants are: C1(N=C=NC2CCCCC2)CCCCC1.Cl.[F:17][C:18]1[CH:19]=[C:20]([CH:24]([NH:28][C:29]2[CH:34]=[C:33]([F:35])[C:32]([F:36])=[C:31]([F:37])[CH:30]=2)[C:25]([OH:27])=[O:26])[CH:21]=[CH:22][CH:23]=1.C1C=CC2N(O)N=NC=2C=1.[N:48]12[CH2:55][CH2:54][CH:51]([CH2:52][CH2:53]1)[C@@H:50](O)[CH2:49]2.